This data is from Full USPTO retrosynthesis dataset with 1.9M reactions from patents (1976-2016). The task is: Predict the reactants needed to synthesize the given product. The reactants are: [H-].[Na+].[Si:3]([O:10][CH2:11][C:12]1[N:17]=[C:16]([C:18]2([OH:24])[CH2:23][CH2:22][O:21][CH2:20][CH2:19]2)[CH:15]=[CH:14][CH:13]=1)([C:6]([CH3:9])([CH3:8])[CH3:7])([CH3:5])[CH3:4].IC.[CH3:27]COC(C)=O.CCCCCC. Given the product [Si:3]([O:10][CH2:11][C:12]1[CH:13]=[CH:14][CH:15]=[C:16]([C:18]2([O:24][CH3:27])[CH2:23][CH2:22][O:21][CH2:20][CH2:19]2)[N:17]=1)([C:6]([CH3:9])([CH3:7])[CH3:8])([CH3:5])[CH3:4], predict the reactants needed to synthesize it.